This data is from Reaction yield outcomes from USPTO patents with 853,638 reactions. The task is: Predict the reaction yield, written as a fraction of the theoretical maximum amount of product (1.0 means a 100% yield; for example, 0.34 means a 34% yield). The yield is 0.910. The product is [NH:1]([C:8]1[N:9]([C:21]2[CH:22]=[CH:23][CH:24]=[CH:25][CH:26]=2)[C:10]2[C:15]([C:16](=[O:18])[CH:17]=1)=[CH:14][N:13]=[C:12]([CH3:20])[CH:11]=2)[C:2]1[CH:3]=[CH:4][CH:5]=[CH:6][CH:7]=1. The reactants are [NH:1]([C:8]1[N:9]([C:21]2[CH:26]=[CH:25][CH:24]=[CH:23][CH:22]=2)[C:10]2[C:15]([C:16](=[O:18])[CH:17]=1)=[C:14](Cl)[N:13]=[C:12]([CH3:20])[CH:11]=2)[C:2]1[CH:7]=[CH:6][CH:5]=[CH:4][CH:3]=1. The catalyst is CCOC(C)=O.CCO.[Pd].